This data is from Drug-target binding data from BindingDB using Ki measurements. The task is: Regression. Given a target protein amino acid sequence and a drug SMILES string, predict the binding affinity score between them. We predict pKi (pKi = -log10(Ki in M); higher means stronger inhibition). Dataset: bindingdb_ki. (1) The drug is CC1(C)CC(C(Nc2ccc(-n3cnc(C(F)(F)F)c3)nc2)c2ccc(C(=O)NCCC(=O)O)cc2)C1. The target protein (P01275) has sequence MKSIYFVAGLFVMLVQGSWQRSLQDTEEKSRSFSASQADPLSDPDQMNEDKRHSQGTFTSDYSKYLDSRRAQDFVQWLMNTKRNRNNIAKRHDEFERHAEGTFTSDVSSYLEGQAAKEFIAWLVKGRGRRDFPEEVAIVEELGRRHADGSFSDEMNTILDNLAARDFINWLIQTKITDRK. The pKi is 7.4. (2) The small molecule is CC1(C)S[C@@H]2[C@H](NC(=O)Cc3ccccc3)C(=O)N2[C@H]1C(=O)O. The target protein (Q9R1U7) has sequence MTFSEILDRVGSMGPFQYLHVTLLALPVLGIANHNLLQIFTATTPVHHCRPPPNASIGPWVLPLDPNGKPEKCLRFVHLPNASLPNDTQRATEPCLDGWIYNSTRDTIVIEWDLVCSSNKLKEMAQSIFMAGILVGGPVIGELSDRFGRKPILTWSYLMLAASGSGAAFSPSLPVYMIFRFLCGCSISGISLSTVILNVEWVPTSMRAISSTSIGYCYTIGQFILSGLAYAIPQWRWLQLTSSAPFFIFSLLSWWVPESIRWLVLSGKYSKALKTLQRVATFNGKKEEGKKLTIEELKFNLQKDITSAKVKYGLSDLFRVSILRRVTFCLSLAWFSTGFAYYSLAMGVEEFGVNIYILQIIFGGVDIPAKFITILSLSYLGRRITQSFLLLLAGGAILALIFVPSEMQLLRTALAVFGKGCLSGSFSCLFLYTSELYPTVLRQTGMGISNVWARVGSMIAPLVKITGELQPFIPNVIFGTTALLGGSAAFFLLETLNRPL.... The pKi is 4.3. (3) The compound is CC(C)CC(=O)Nc1cc(-c2ccc(C(N)=O)cc2C(=O)O)cc(C2CC(C)(c3ccccc3)c3cc(C(=N)N)ccc3N2)c1. The target protein (P04070) has sequence MWQLTSLLLFVATWGISGTPAPLDSVFSSSERAHQVLRIRKRANSFLEELRHSSLERECIEEICDFEEAKEIFQNVDDTLAFWSKHVDGDQCLVLPLEHPCASLCCGHGTCIDGIGSFSCDCRSGWEGRFCQREVSFLNCSLDNGGCTHYCLEEVGWRRCSCAPGYKLGDDLLQCHPAVKFPCGRPWKRMEKKRSHLKRDTEDQEDQVDPRLIDGKMTRRGDSPWQVVLLDSKKKLACGAVLIHPSWVLTAAHCMDESKKLLVRLGEYDLRRWEKWELDLDIKEVFVHPNYSKSTTDNDIALLHLAQPATLSQTIVPICLPDSGLAERELNQAGQETLVTGWGYHSSREKEAKRNRTFVLNFIKIPVVPHNECSEVMSNMVSENMLCAGILGDRQDACEGDSGGPMVASFHGTWFLVGLVSWGEGCGLLHNYGVYTKVSRYLDWIHGHIRDKEAPQKSWAP. The pKi is 7.1. (4) The small molecule is OC[C@H]1O[C@@H](Oc2ccc(C(F)F)cc2)[C@H](O)[C@@H](O)[C@@H]1O. The target protein sequence is MAMQLRSLLLCVLLLLLGFALADTNAAARIHPPVVCANLSRANFDTLVPGFVFGAATASYQVEGAANLDGRGPSIWDTFTHKHPEKIADGSNGDVAIDQYHRYKEDVAIMKDMGLESYRFSISWSRVLPNGTLSGGINKKGIEYYNNLINELLHNGIEPLVTLFHWDVPQTLEDEYGGFLSNRIVNDFEEYAELCFKKFGDRVKHWTTLNEPYTFSSHGYAKGTHAPGRCSAWYNQTCFGGDSATEPYLVTHNLLLAHAAAVKLYKTKYQAYQKGVIGITVVTPWFEPASEAKEDIDAVFRALDFIYGWFMDPLTRGDYPQSMRSLVGERLPNFTKKESKSLSGSFDYIGINYYSARYASASKNYSGHPSYLNDVNVDVKSELNGVPIGPQAASSWLYFYPKGLYDLLCYTKEKYNDPIIYITENGVDEFNQPNPKLSLCQLLDDSNRIYYYYHHLCYLQAAIKEGVKVKGYFAWSLLDNFEWDNGYTVRFGINYVDYDN.... The pKi is 2.8. (5) The compound is Cn1cnc(CNC(=O)c2cc3cccc(N4CCN(CCc5ccccn5)CC4)c3o2)c1. The target protein (P46636) has sequence MEEQGIQCAPPPPAASQTGVPLVNLSHNCSAESHIYQDSIALPWKVLLVALLALITLATTLSNAFVIATVYRTRKLHTPANYLIASLAVTDLLVSILVMPVSTMYTVTGRWTLGQVVCDFWLSSDITCCTASIMHLCVIALDRYWAITDAVEYAAKRTPKRAAIMIALVWVFSISISLPPFFWRQAKAEEEVLTCLVNTDHVLYTVYSTGGAFYLPTLLLIALYGRIYVEARSRILKQTPNKTGKRLTRAQLITDSPGSTTSVTSINSRAPDLPSESGSPVYVNQVKVRVSDALLEKKKLMAARERKATKTLGIILGAFIVCWLPFFIISLVMPICKDACWFHMATLDFFNWLGYLNSLINPIIYTMSNEDFKQAFHKLIRFKCAG. The pKi is 7.4.